Dataset: Forward reaction prediction with 1.9M reactions from USPTO patents (1976-2016). Task: Predict the product of the given reaction. (1) Given the reactants Br[CH2:2][C:3]([O:5][CH3:6])=[O:4].[Cl:7][C:8]1[CH:9]=[C:10]([NH:15][C:16]2[C:25]3[C:20](=[CH:21][C:22]([O:36][CH3:37])=[C:23]([O:26][CH2:27][CH2:28][CH2:29][N:30]4[CH2:35][CH2:34][NH:33][CH2:32][CH2:31]4)[CH:24]=3)[N:19]=[CH:18][N:17]=2)[CH:11]=[CH:12][C:13]=1[F:14].C(N(C(C)C)C(C)C)C, predict the reaction product. The product is: [Cl:7][C:8]1[CH:9]=[C:10]([NH:15][C:16]2[C:25]3[C:20](=[CH:21][C:22]([O:36][CH3:37])=[C:23]([O:26][CH2:27][CH2:28][CH2:29][N:30]4[CH2:35][CH2:34][N:33]([CH2:2][C:3]([O:5][CH3:6])=[O:4])[CH2:32][CH2:31]4)[CH:24]=3)[N:19]=[CH:18][N:17]=2)[CH:11]=[CH:12][C:13]=1[F:14]. (2) Given the reactants [O:1]1[C:6]2[CH:7]=[CH:8][C:9]([C:11]3[C:19]4[C:14](=[CH:15][CH:16]=[C:17]([C:20]#[N:21])[CH:18]=4)[NH:13][N:12]=3)=[CH:10][C:5]=2[O:4][CH2:3][CH2:2]1.[OH:22]O.[OH-].[Na+].Cl, predict the reaction product. The product is: [O:1]1[C:6]2[CH:7]=[CH:8][C:9]([C:11]3[C:19]4[C:14](=[CH:15][CH:16]=[C:17]([C:20]([NH2:21])=[O:22])[CH:18]=4)[NH:13][N:12]=3)=[CH:10][C:5]=2[O:4][CH2:3][CH2:2]1.